Task: Predict the reaction yield, written as a fraction of the theoretical maximum amount of product (1.0 means a 100% yield; for example, 0.34 means a 34% yield).. Dataset: Reaction yield outcomes from USPTO patents with 853,638 reactions (1) The reactants are [CH3:1][O:2][C:3]([C:5]1[C:10](Cl)=[CH:9][C:8]([CH2:12][O:13][C:14]2[CH:19]=[CH:18][CH:17]=[CH:16][CH:15]=2)=[CH:7][N:6]=1)=[O:4].[CH2:20]([Sn](CCCC)(CCCC)CCCC)[CH:21]=[CH2:22]. The catalyst is C1(C)C=CC=CC=1.CCOC(C)=O.[Pd].C1(P(C2C=CC=CC=2)C2C=CC=CC=2)C=CC=CC=1.C1(P(C2C=CC=CC=2)C2C=CC=CC=2)C=CC=CC=1.C1(P(C2C=CC=CC=2)C2C=CC=CC=2)C=CC=CC=1.C1(P(C2C=CC=CC=2)C2C=CC=CC=2)C=CC=CC=1. The product is [CH3:1][O:2][C:3]([C:5]1[C:10]([CH2:22][CH:21]=[CH2:20])=[CH:9][C:8]([CH2:12][O:13][C:14]2[CH:19]=[CH:18][CH:17]=[CH:16][CH:15]=2)=[CH:7][N:6]=1)=[O:4]. The yield is 0.840. (2) The reactants are [CH3:1][Mg]Br.[CH:4]([N:17]1[CH2:20][C:19](=[O:21])[CH2:18]1)([C:11]1[CH:16]=[CH:15][CH:14]=[CH:13][CH:12]=1)[C:5]1[CH:10]=[CH:9][CH:8]=[CH:7][CH:6]=1. The catalyst is C1COCC1. The product is [CH:4]([N:17]1[CH2:20][C:19]([CH3:1])([OH:21])[CH2:18]1)([C:11]1[CH:16]=[CH:15][CH:14]=[CH:13][CH:12]=1)[C:5]1[CH:6]=[CH:7][CH:8]=[CH:9][CH:10]=1. The yield is 0.810. (3) The yield is 0.190. The reactants are [F:1][C:2]1[CH:7]=[CH:6][C:5]([C:8]2[C:16]3[C:11](=[CH:12][CH:13]=[C:14]([NH2:17])[CH:15]=3)[N:10](COCCOC)[N:9]=2)=[CH:4][CH:3]=1.[C:24](Cl)(=[O:31])[C:25]1[CH:30]=[CH:29][CH:28]=[CH:27][CH:26]=1.O. The product is [F:1][C:2]1[CH:3]=[CH:4][C:5]([C:8]2[C:16]3[C:11](=[CH:12][CH:13]=[C:14]([NH:17][C:24](=[O:31])[C:25]4[CH:30]=[CH:29][CH:28]=[CH:27][CH:26]=4)[CH:15]=3)[NH:10][N:9]=2)=[CH:6][CH:7]=1. The catalyst is N1C=CC=CC=1.